Task: Predict the reactants needed to synthesize the given product.. Dataset: Retrosynthesis with 50K atom-mapped reactions and 10 reaction types from USPTO (1) Given the product Cc1ncc2c(n1)C1CNCC2C1, predict the reactants needed to synthesize it. The reactants are: Cc1ncc2c(n1)C1CC2CN(C(=O)OC(C)(C)C)C1. (2) The reactants are: Fc1cc(Cl)ccc1Br.O[C@H]1CC[C@H](O)CC1. Given the product OC1CCC(Oc2cc(Cl)ccc2Br)CC1, predict the reactants needed to synthesize it. (3) Given the product CC(C)(C)OC(=O)NCCCN(CCCCN(CCCN(CCCN)C(=O)OC(C)(C)C)C(=O)OC(C)(C)C)C(=O)OC(C)(C)C, predict the reactants needed to synthesize it. The reactants are: CC(C)(C)OC(=O)NCCCN(CCCCN(CCCN(CCCN1C(=O)c2ccccc2C1=O)C(=O)OC(C)(C)C)C(=O)OC(C)(C)C)C(=O)OC(C)(C)C. (4) Given the product Cc1ccncc1N1CCc2cc(Cl)c(Cl)cc2C1=O, predict the reactants needed to synthesize it. The reactants are: Cc1ccncc1I.O=C1NCCc2cc(Cl)c(Cl)cc21. (5) Given the product CCCN1C(=O)N(Cc2ccc(C)cc2)CC1CCCc1ccc(OC)cc1, predict the reactants needed to synthesize it. The reactants are: CCCN1C(=O)N(Cc2ccc(C)cc2)C(=O)C1CCCc1ccc(OC)cc1. (6) Given the product CC(C)(C)OC(=O)N1CCC(C2Cc3cc(-c4ccc(CS(C)(=O)=O)cc4F)ncc3O2)CC1, predict the reactants needed to synthesize it. The reactants are: CC(C)(C)OC(=O)N1CCC(C2Cc3cc(Cl)ncc3O2)CC1.CC1(C)OB(c2ccc(CS(C)(=O)=O)cc2F)OC1(C)C. (7) Given the product CS(=O)(=O)Nc1cc2occ(CN)c(=O)c2cc1Oc1ccccc1, predict the reactants needed to synthesize it. The reactants are: CC(=O)NCc1coc2cc(NS(C)(=O)=O)c(Oc3ccccc3)cc2c1=O. (8) Given the product CS(=O)(=O)N[C@@H](Cc1ccccc1)C(=O)Oc1cccc2c1OC[C@H](O[N+](=O)[O-])C2, predict the reactants needed to synthesize it. The reactants are: CS(=O)(=O)N[C@@H](Cc1ccccc1)C(=O)O.O=[N+]([O-])OC1COc2c(O)cccc2C1. (9) Given the product COc1cc2ncc(C#N)c(Nc3ccc(Sc4ccccc4)c(Cl)c3)c2cc1OC, predict the reactants needed to synthesize it. The reactants are: COc1cc2ncc(C#N)c(Cl)c2cc1OC.Nc1ccc(Sc2ccccc2)c(Cl)c1. (10) Given the product COC(=O)c1cccc(C(=O)NCCNC(=O)OC(C)(C)C)c1, predict the reactants needed to synthesize it. The reactants are: CC(C)(C)OC(=O)NCCN.COC(=O)c1cccc(C(=O)O)c1.